This data is from Full USPTO retrosynthesis dataset with 1.9M reactions from patents (1976-2016). The task is: Predict the reactants needed to synthesize the given product. (1) Given the product [NH2:1][C:2]1[N:7]=[C:6]([N:8]2[CH2:13][CH2:12][O:11][CH2:10][CH2:9]2)[N:5]=[C:4]([NH:14][C:15](=[O:17])[CH3:16])[C:3]=1[C:20]#[N:21], predict the reactants needed to synthesize it. The reactants are: [NH2:1][C:2]1[N:7]=[C:6]([N:8]2[CH2:13][CH2:12][O:11][CH2:10][CH2:9]2)[N:5]=[C:4]([NH:14][C:15](=[O:17])[CH3:16])[C:3]=1Br.[Cu][C:20]#[N:21]. (2) Given the product [C:1]([C:5]1[CH:6]=[C:7]([NH:11][C:12]([C:14]2[CH:23]=[CH:22][C:21]3[C:16](=[CH:17][C:18]([O:24][C:25]4[CH:30]=[CH:29][N:28]=[C:27]([NH:31][C:32](=[O:35])[CH2:33][N:46]5[CH2:47][CH2:48][N:43]([CH3:42])[CH2:44][CH2:45]5)[CH:26]=4)=[CH:19][CH:20]=3)[CH:15]=2)=[O:13])[CH:8]=[CH:9][CH:10]=1)([CH3:4])([CH3:3])[CH3:2], predict the reactants needed to synthesize it. The reactants are: [C:1]([C:5]1[CH:6]=[C:7]([NH:11][C:12]([C:14]2[CH:23]=[CH:22][C:21]3[C:16](=[CH:17][C:18]([O:24][C:25]4[CH:30]=[CH:29][N:28]=[C:27]([NH:31][C:32](=[O:35])[CH2:33]Cl)[CH:26]=4)=[CH:19][CH:20]=3)[CH:15]=2)=[O:13])[CH:8]=[CH:9][CH:10]=1)([CH3:4])([CH3:3])[CH3:2].C(=O)([O-])[O-].[K+].[K+].[CH3:42][N:43]1[CH2:48][CH2:47][NH:46][CH2:45][CH2:44]1.